From a dataset of Reaction yield outcomes from USPTO patents with 853,638 reactions. Predict the reaction yield, written as a fraction of the theoretical maximum amount of product (1.0 means a 100% yield; for example, 0.34 means a 34% yield). (1) The reactants are [O:1]1[C:5]2[CH:6]=[CH:7][CH:8]=[CH:9][C:4]=2[CH2:3][CH2:2]1.CN(C)[CH:12]=[O:13].P(Cl)(Cl)(Cl)=O.O. The catalyst is C1(C)C=CC=CC=1. The product is [O:1]1[C:5]2[CH:6]=[CH:7][C:8]([CH:12]=[O:13])=[CH:9][C:4]=2[CH2:3][CH2:2]1. The yield is 1.00. (2) The reactants are [F:1][C:2]1[C:3]([NH2:9])=[N:4][CH:5]=[C:6]([F:8])[CH:7]=1.Br[CH2:11][C:12](=O)[CH2:13][CH2:14][C:15]#[C:16][Si:17]([CH3:20])([CH3:19])[CH3:18]. No catalyst specified. The product is [F:8][C:6]1[CH:7]=[C:2]([F:1])[C:3]2[N:4]([CH:11]=[C:12]([CH2:13][CH2:14][C:15]#[C:16][Si:17]([CH3:20])([CH3:19])[CH3:18])[N:9]=2)[CH:5]=1. The yield is 0.490. (3) The reactants are [OH-].[Na+].[CH2:3]([OH:21])[CH2:4][O:5][CH2:6][CH2:7][O:8][CH2:9][CH2:10][O:11][CH2:12][CH2:13][O:14][CH2:15][CH2:16][O:17][CH2:18][CH2:19][OH:20].[CH2:22](Cl)[C:23]1[CH:28]=[CH:27][CH:26]=[CH:25][CH:24]=1. The catalyst is O.[Cl-].[Na+].O. The product is [CH2:22]([O:20][CH2:19][CH2:18][O:17][CH2:16][CH2:15][O:14][CH2:13][CH2:12][O:11][CH2:10][CH2:9][O:8][CH2:7][CH2:6][O:5][CH2:4][CH2:3][OH:21])[C:23]1[CH:28]=[CH:27][CH:26]=[CH:25][CH:24]=1. The yield is 0.700. (4) The reactants are [CH2:1]([O:8][C:9]1[CH:27]=[CH:26][C:12]([CH2:13][CH2:14][NH:15][C:16]([C:18]2[C:19](Cl)=[N:20][C:21]([Cl:24])=[N:22][CH:23]=2)=[O:17])=[CH:11][CH:10]=1)[C:2]1[CH:7]=[CH:6][CH:5]=[CH:4][CH:3]=1.[CH:28]1([NH2:34])[CH2:33][CH2:32][CH2:31][CH2:30][CH2:29]1. The catalyst is O1CCCC1. The product is [CH2:1]([O:8][C:9]1[CH:27]=[CH:26][C:12]([CH2:13][CH2:14][NH:15][C:16]([C:18]2[C:19]([NH:34][CH:28]3[CH2:33][CH2:32][CH2:31][CH2:30][CH2:29]3)=[N:20][C:21]([Cl:24])=[N:22][CH:23]=2)=[O:17])=[CH:11][CH:10]=1)[C:2]1[CH:7]=[CH:6][CH:5]=[CH:4][CH:3]=1. The yield is 0.750. (5) The reactants are [OH:1][CH2:2][CH2:3][CH2:4][N:5]1[CH:9]=[C:8]([C:10]2[CH:11]=[CH:12][C:13]([NH:21][C:22]3[C:27]([C:28]([F:31])([F:30])[F:29])=[CH:26][N:25]=[C:24]([NH:32][C:33]4[CH:47]=[CH:46][C:36]([CH2:37][P:38](=[O:45])([O:42][CH2:43][CH3:44])[O:39][CH2:40][CH3:41])=[CH:35][C:34]=4[O:48][CH3:49])[N:23]=3)=[C:14]3[C:18]=2[CH2:17][N:16](C)[C:15]3=[O:20])[CH:7]=[N:6]1.NC1C(C(NC)=O)=C([Cl:61])C(C2C=NN(CCCO)C=2)=CC=1. No catalyst specified. The product is [Cl:61][C:18]1[C:14]([C:15](=[O:20])[NH:16][CH3:17])=[C:13]([NH:21][C:22]2[C:27]([C:28]([F:31])([F:30])[F:29])=[CH:26][N:25]=[C:24]([NH:32][C:33]3[CH:47]=[CH:46][C:36]([CH2:37][P:38](=[O:45])([O:42][CH2:43][CH3:44])[O:39][CH2:40][CH3:41])=[CH:35][C:34]=3[O:48][CH3:49])[N:23]=2)[CH:12]=[CH:11][C:10]=1[C:8]1[CH:7]=[N:6][N:5]([CH2:4][CH2:3][CH2:2][OH:1])[CH:9]=1. The yield is 0.0300. (6) The reactants are BrC1N=C(NC2C=CC(C3CCN(C(OC(C)(C)C)=O)CC3)=CC=2)C(=O)N(C)C=1.[CH3:30][CH:31]1[CH2:34][N:33]([C:35]2[CH:36]=[CH:37][C:38]([NH2:41])=[N:39][CH:40]=2)[CH2:32]1.Br[C:43]1[C:44](=[O:51])[N:45]([CH3:50])[CH:46]=[C:47]([Br:49])[CH:48]=1. No catalyst specified. The product is [Br:49][C:47]1[CH:48]=[C:43]([NH:41][C:38]2[CH:37]=[CH:36][C:35]([N:33]3[CH2:34][CH:31]([CH3:30])[CH2:32]3)=[CH:40][N:39]=2)[C:44](=[O:51])[N:45]([CH3:50])[CH:46]=1. The yield is 0.440. (7) The reactants are B(Br)(Br)Br.C(Cl)Cl.C[O:9][C:10]1[CH:11]=[C:12]2[C:17](=[CH:18][CH:19]=1)[N:16]([CH3:20])[C:15](=[O:21])[CH2:14][CH2:13]2. The catalyst is C(Cl)Cl. The product is [OH:9][C:10]1[CH:11]=[C:12]2[C:17](=[CH:18][CH:19]=1)[N:16]([CH3:20])[C:15](=[O:21])[CH2:14][CH2:13]2. The yield is 0.840. (8) The reactants are [CH3:1][S:2][C:3]1[C:11]2[C:6](=[CH:7][N:8]=[CH:9][CH:10]=2)[NH:5][N:4]=1.[OH:12]OS([O-])=O.[K+].[OH2:18]. The catalyst is CN(C=O)C. The product is [CH3:1][S:2]([C:3]1[C:11]2[C:6](=[CH:7][N:8]=[CH:9][CH:10]=2)[NH:5][N:4]=1)(=[O:12])=[O:18]. The yield is 0.900. (9) The reactants are [C:1]([C:3]1([OH:27])[CH2:8][CH2:7][N:6]([C:9]2[CH:14]=[CH:13][C:12]([N:15]3[CH2:19][C@H:18]([CH2:20][NH:21][C:22](=[O:24])[CH3:23])[O:17][C:16]3=[O:25])=[CH:11][C:10]=2[F:26])[CH2:5][CH2:4]1)#[N:2].S(=O)(=O)(O)[OH:29]. No catalyst specified. The product is [NH2:2][C:1]([C:3]1([OH:27])[CH2:4][CH2:5][N:6]([C:9]2[CH:14]=[CH:13][C:12]([N:15]3[CH2:19][C@H:18]([CH2:20][NH:21][C:22](=[O:24])[CH3:23])[O:17][C:16]3=[O:25])=[CH:11][C:10]=2[F:26])[CH2:7][CH2:8]1)=[O:29]. The yield is 0.620.